This data is from Reaction yield outcomes from USPTO patents with 853,638 reactions. The task is: Predict the reaction yield, written as a fraction of the theoretical maximum amount of product (1.0 means a 100% yield; for example, 0.34 means a 34% yield). (1) The reactants are [F:1][C:2]1[CH:7]=[CH:6][CH:5]=[CH:4][C:3]=1[C:8]1([CH3:24])[NH:12][C:11](=[O:13])[N:10]([CH2:14][C:15](=[O:22])[C:16]2[CH:21]=[CH:20][CH:19]=[CH:18][CH:17]=2)[C:9]1=[O:23].[CH3:25]I. No catalyst specified. The product is [F:1][C:2]1[CH:7]=[CH:6][CH:5]=[CH:4][C:3]=1[C:8]1([CH3:24])[N:12]([CH3:25])[C:11](=[O:13])[N:10]([CH2:14][C:15](=[O:22])[C:16]2[CH:17]=[CH:18][CH:19]=[CH:20][CH:21]=2)[C:9]1=[O:23]. The yield is 0.480. (2) The reactants are [CH2:1]([N:8]1[CH2:13][CH2:12][CH:11]([NH:14][C:15]2[CH:23]=[CH:22][C:18]([C:19]([NH2:21])=[O:20])=[C:17]([O:24][CH3:25])[CH:16]=2)[CH2:10][CH2:9]1)[C:2]1[CH:7]=[CH:6][CH:5]=[CH:4][CH:3]=1.[C:26]([BH3-])#N.[Na+].C(O)(=O)C.C=O. The catalyst is CO. The product is [CH2:1]([N:8]1[CH2:13][CH2:12][CH:11]([N:14]([CH3:26])[C:15]2[CH:23]=[CH:22][C:18]([C:19]([NH2:21])=[O:20])=[C:17]([O:24][CH3:25])[CH:16]=2)[CH2:10][CH2:9]1)[C:2]1[CH:3]=[CH:4][CH:5]=[CH:6][CH:7]=1. The yield is 0.490. (3) The catalyst is CO.C(O)(C)C.[Pd]. The yield is 0.750. The product is [ClH:48].[NH2:1][C:2]1[N:7]=[CH:6][C:5]([CH2:8][CH2:9][CH2:10][C@H:11]([NH:22][S:23]([C:26]2[CH:31]=[CH:30][CH:29]=[C:28]([C:33]3[CH:38]=[CH:37][CH:36]=[CH:35][N:34]=3)[C:27]=2[NH:39][C:40](=[O:43])[CH2:41][CH3:42])(=[O:25])=[O:24])[C:12]([CH:14]2[CH:19]([CH2:20][CH3:21])[CH2:18][CH2:17][NH:16][CH2:15]2)=[O:13])=[CH:4][CH:3]=1. The reactants are [NH2:1][C:2]1[N:7]=[CH:6][C:5]([CH2:8][CH2:9][CH2:10][C@H:11]([NH:22][S:23]([C:26]2[CH:31]=[C:30](Br)[CH:29]=[C:28]([C:33]3[CH:38]=[CH:37][CH:36]=[CH:35][N:34]=3)[C:27]=2[NH:39][C:40](=[O:43])[CH2:41][CH3:42])(=[O:25])=[O:24])[C:12]([CH:14]2[CH:19]([CH2:20][CH3:21])[CH2:18][CH2:17][NH:16][CH2:15]2)=[O:13])=[CH:4][CH:3]=1.C([O-])=O.[NH4+].[ClH:48]. (4) The reactants are [CH2:1]([NH2:8])[CH2:2][CH2:3][CH2:4][CH2:5][CH2:6][CH3:7].[Br:9][CH2:10][C:11](Br)=[O:12]. The catalyst is C1COCC1. The product is [Br:9][CH2:10][C:11]([NH:8][CH2:1][CH2:2][CH2:3][CH2:4][CH2:5][CH2:6][CH3:7])=[O:12]. The yield is 0.990. (5) The reactants are [Cl:1][C:2]1[CH:3]=[CH:4][C:5]([CH2:8][O:9][C:10]2[CH:15]=[CH:14][N:13]([C:16]3[CH:24]=[C:23]4[C:19]([C:20]5[CH2:29][CH2:28][NH:27][CH2:26][C:21]=5[N:22]4[CH3:25])=[CH:18][CH:17]=3)[C:12](=[O:30])[CH:11]=2)=[N:6][CH:7]=1.C=O.[BH-](OC(C)=O)(OC(C)=O)O[C:35](C)=O.[Na+].C1(N)C(F)=C(F)C(F)=C(N)C=1F.[ClH:59].Cl. The catalyst is C(Cl)Cl.CO. The product is [ClH:1].[ClH:59].[Cl:1][C:2]1[CH:3]=[CH:4][C:5]([CH2:8][O:9][C:10]2[CH:15]=[CH:14][N:13]([C:16]3[CH:24]=[C:23]4[C:19]([C:20]5[CH2:29][CH2:28][N:27]([CH3:35])[CH2:26][C:21]=5[N:22]4[CH3:25])=[CH:18][CH:17]=3)[C:12](=[O:30])[CH:11]=2)=[N:6][CH:7]=1. The yield is 0.860. (6) The product is [Cl:1][CH2:2][C:3]1[N:14]=[CH:12][C:7]2[C:6](=[CH:11][CH:10]=[CH:9][CH:8]=2)[N:5]=1. The reactants are [Cl:1][CH2:2][C:3]([NH:5][C:6]1[CH:11]=[CH:10][CH:9]=[CH:8][C:7]=1[CH:12]=O)=O.[NH3:14].CO. The catalyst is C(Cl)(Cl)Cl.CCCCCC.CCOC(C)=O. The yield is 0.532. (7) The reactants are C(OC(=O)CCC[O:8][C:9]1[CH:14]=[CH:13][CH:12]=[C:11]([CH2:15][CH2:16][CH2:17][CH2:18][CH2:19][CH2:20][O:21][C:22]2[CH:27]=[C:26](I)[CH:25]=[C:24]([C:29]3[CH:37]=[CH:36][C:32]4[O:33][CH2:34][O:35][C:31]=4[CH:30]=3)[CH:23]=2)[C:10]=1[CH2:38][CH2:39][C:40]([O:42][CH2:43][CH3:44])=[O:41])C.[N:46]1[CH:51]=[C:50](B(O)O)[CH:49]=[N:48][CH:47]=1. No catalyst specified. The product is [CH2:43]([O:42][C:40](=[O:41])[CH:39]([O:8][C:9]1[CH:14]=[CH:13][CH:12]=[C:11]([CH2:15][CH2:16][CH2:17][CH2:18][CH2:19][CH2:20][O:21][C:22]2[CH:27]=[C:26]([C:51]3[CH:50]=[CH:49][N:48]=[CH:47][N:46]=3)[CH:25]=[C:24]([C:29]3[CH:37]=[CH:36][C:32]4[O:33][CH2:34][O:35][C:31]=4[CH:30]=3)[CH:23]=2)[C:10]=1[CH2:38][CH2:39][C:40]([O:42][CH2:43][CH3:44])=[O:41])[CH2:38][CH3:10])[CH3:44]. The yield is 0.710. (8) The reactants are [OH:1][C@H:2]1[CH2:6][N:5]([C:7]([C:9]2[CH:14]=[CH:13][C:12]([C:15]3[CH:20]=[CH:19][CH:18]=[CH:17][C:16]=3[CH3:21])=[CH:11][CH:10]=2)=[O:8])[C@H:4]([C:22]([OH:24])=[O:23])[CH2:3]1.CS(C)=O.C(N(CC)CC)C. The catalyst is C(OCC)(=O)C. The product is [CH3:21][C:16]1[CH:17]=[CH:18][CH:19]=[CH:20][C:15]=1[C:12]1[CH:11]=[CH:10][C:9]([C:7]([N:5]2[CH2:6][C:2](=[O:1])[CH2:3][C@H:4]2[C:22]([OH:24])=[O:23])=[O:8])=[CH:14][CH:13]=1. The yield is 0.603. (9) The reactants are C(OC([NH:11][C:12]1[CH:13]=[C:14]2[C:19](=[CH:20][CH:21]=1)[C:18](=[O:22])[N:17]([CH2:23][CH:24]([CH3:26])[CH3:25])[C:16]([CH2:27][NH:28][C:29]([O:31][C:32]([CH3:35])([CH3:34])[CH3:33])=[O:30])=[C:15]2[C:36]1[CH:41]=[CH:40][CH:39]=[CH:38][CH:37]=1)=O)C1C=CC=CC=1.C(O)C. The catalyst is O1CCCC1.[C].[Pd]. The product is [NH2:11][C:12]1[CH:13]=[C:14]2[C:19](=[CH:20][CH:21]=1)[C:18](=[O:22])[N:17]([CH2:23][CH:24]([CH3:26])[CH3:25])[C:16]([CH2:27][NH:28][C:29]([O:31][C:32]([CH3:35])([CH3:33])[CH3:34])=[O:30])=[C:15]2[C:36]1[CH:37]=[CH:38][CH:39]=[CH:40][CH:41]=1. The yield is 0.870.